Dataset: Full USPTO retrosynthesis dataset with 1.9M reactions from patents (1976-2016). Task: Predict the reactants needed to synthesize the given product. (1) The reactants are: [CH3:1][O:2][CH2:3][CH:4]1[CH2:7][CH:6]([C:8]#[C:9][C:10]#[C:11][Si](C)(C)C)[CH2:5]1.[OH-].[Na+]. Given the product [C:8]([CH:6]1[CH2:7][CH:4]([CH2:3][O:2][CH3:1])[CH2:5]1)#[C:9][C:10]#[CH:11], predict the reactants needed to synthesize it. (2) Given the product [S:1]([C:5]1[CH:11]=[CH:10][C:8]([CH3:9])=[CH:7][CH:6]=1)([OH:4])(=[O:3])=[O:2].[CH3:14][C:13]([NH:25][C@@H:26]1[CH2:30][C@H:29]([C:31]2[CH:36]=[CH:35][CH:34]=[C:33]([O:37][C:38]([F:41])([F:39])[F:40])[CH:32]=2)[N:28]([C:42]2[CH:49]=[CH:48][C:45]([C:46]#[N:47])=[CH:44][CH:43]=2)[C:27]1=[O:50])([C:15]1[CH:20]=[CH:19][CH:18]=[C:17]([C:21]([F:24])([F:22])[F:23])[N:16]=1)[CH3:12], predict the reactants needed to synthesize it. The reactants are: [S:1]([C:5]1[CH:11]=[CH:10][C:8]([CH3:9])=[CH:7][CH:6]=1)([O-:4])(=[O:3])=[O:2].[CH3:12][C:13]([NH:25][C@@H:26]1[CH2:30][C@H:29]([C:31]2[CH:36]=[CH:35][CH:34]=[C:33]([O:37][C:38]([F:41])([F:40])[F:39])[CH:32]=2)[N:28]([C:42]2[CH:49]=[CH:48][C:45]([C:46]#[N:47])=[CH:44][CH:43]=2)[C:27]1=[O:50])([C:15]1[CH:20]=[CH:19][CH:18]=[C:17]([C:21]([F:24])([F:23])[F:22])[N:16]=1)[CH3:14]. (3) Given the product [CH2:11]([O:18][C@H:19]([C@H:20]([N:1]1[CH:5]=[C:4]([C:6]([NH2:8])=[O:7])[N:3]=[CH:2]1)[CH2:21][CH2:22][C:23]1[CH:28]=[CH:27][CH:26]=[CH:25][C:24]=1[S:29][CH3:30])[CH3:36])[C:12]1[CH:17]=[CH:16][CH:15]=[CH:14][CH:13]=1, predict the reactants needed to synthesize it. The reactants are: [NH:1]1[CH:5]=[C:4]([C:6]([NH2:8])=[O:7])[N:3]=[CH:2]1.[H-].[Na+].[CH2:11]([O:18][C@@H:19]([CH3:36])[C@@H:20](OS(C)(=O)=O)[CH2:21][CH2:22][C:23]1[CH:28]=[CH:27][CH:26]=[CH:25][C:24]=1[S:29][CH3:30])[C:12]1[CH:17]=[CH:16][CH:15]=[CH:14][CH:13]=1.O. (4) Given the product [O:1]=[C:2]1[N:6]([C:7]2[CH:8]=[C:9]3[C:14](=[CH:15][CH:16]=2)[CH2:13][N:12]([CH:35]=[O:36])[CH2:11][CH2:10]3)[CH2:5][C@H:4]([CH2:17][NH:18][C:19](=[O:25])[O:20][C:21]([CH3:22])([CH3:24])[CH3:23])[O:3]1, predict the reactants needed to synthesize it. The reactants are: [O:1]=[C:2]1[N:6]([C:7]2[CH:8]=[C:9]3[C:14](=[CH:15][CH:16]=2)[CH2:13][NH:12][CH2:11][CH2:10]3)[CH2:5][C@H:4]([CH2:17][NH:18][C:19](=[O:25])[O:20][C:21]([CH3:24])([CH3:23])[CH3:22])[O:3]1.N1([CH:35]=[O:36])C2C=CC=CC=2N=N1. (5) Given the product [NH2:13][C:14]1[CH:15]=[C:16]2[C:21](=[CH:22][CH:23]=1)[C:19](=[O:20])[O:18][CH2:17]2.[NH2:13][C:14]1[CH:15]=[C:16]2[C:17](=[O:18])[NH:2][C:19](=[O:20])[C:21]2=[CH:22][CH:23]=1, predict the reactants needed to synthesize it. The reactants are: C(C1C=C2C(=CC=1)C(=O)OC2)#[N:2].[NH2:13][C:14]1[CH:15]=[C:16]2[C:21](=[CH:22][CH:23]=1)[C:19](=[O:20])[O:18][CH2:17]2.C([Cu])#N.